From a dataset of Full USPTO retrosynthesis dataset with 1.9M reactions from patents (1976-2016). Predict the reactants needed to synthesize the given product. (1) Given the product [F:44][CH:43]([F:45])[CH2:14][N:13]1[C:9]([N:7]2[CH2:8][C:2]([F:1])([F:26])[CH2:3][CH:4]([NH:18][C:19](=[O:25])[O:20][C:21]([CH3:23])([CH3:22])[CH3:24])[CH2:5][CH2:6]2)=[C:10]([N+:15]([O-:17])=[O:16])[CH:11]=[N:12]1, predict the reactants needed to synthesize it. The reactants are: [F:1][C:2]1([F:26])[CH2:8][N:7]([C:9]2[N:13]([CH3:14])[N:12]=[CH:11][C:10]=2[N+:15]([O-:17])=[O:16])[CH2:6][CH2:5][CH:4]([NH:18][C:19](=[O:25])[O:20][C:21]([CH3:24])([CH3:23])[CH3:22])[CH2:3]1.N(C1CCN(C2N(C[CH:43]([F:45])[F:44])N=CC=2[N+]([O-])=O)CC(O)C1)=[N+]=[N-]. (2) Given the product [CH3:1][N:2]1[C:6]([CH3:7])=[C:5]([NH2:8])[C:4]([CH3:11])=[N:3]1, predict the reactants needed to synthesize it. The reactants are: [CH3:1][N:2]1[C:6]([CH3:7])=[C:5]([N+:8]([O-])=O)[C:4]([CH3:11])=[N:3]1.Cl.O. (3) Given the product [C:9]([NH:12][C@@H:13]([C:21]([OH:23])=[O:22])[CH2:14][C:15]1[CH:16]=[CH:17][CH:18]=[CH:19][CH:20]=1)(=[O:11])[CH3:10].[CH3:1][O:2][CH2:3][C@H:4]([C:6]([OH:8])=[O:7])[NH2:5], predict the reactants needed to synthesize it. The reactants are: [CH3:1][O:2][CH2:3][CH:4]([C:6]([OH:8])=[O:7])[NH2:5].[C:9]([NH:12][C@@H:13]([C:21]([OH:23])=[O:22])[CH2:14][C:15]1[CH:20]=[CH:19][CH:18]=[CH:17][CH:16]=1)(=[O:11])[CH3:10]. (4) Given the product [C:11]([OH:13])(=[O:12])[CH:10]=[CH:1][C:2]1[CH:7]=[CH:6][CH:5]=[CH:4][CH:3]=1, predict the reactants needed to synthesize it. The reactants are: [CH:1](=O)[C:2]1[CH:7]=[CH:6][CH:5]=[CH:4][CH:3]=1.C(O)(=O)[CH2:10][C:11]([OH:13])=[O:12].N1CCCCC1.N1C=CC=CC=1.Cl. (5) Given the product [CH3:9][O:7][C:6]([CH:2]1[CH2:3][CH2:4][CH2:5][NH:1]1)=[O:8], predict the reactants needed to synthesize it. The reactants are: [NH:1]1[CH2:5][CH2:4][CH2:3][CH:2]1[C:6]([OH:8])=[O:7].[CH3:9]O. (6) Given the product [N+:32]([C:29]1[CH:30]=[CH:31][C:26]([N:11]2[CH2:12][CH2:13][C:8]3([NH:3][CH2:4][CH2:5][CH2:6][CH2:7]3)[CH2:9][CH2:10]2)=[CH:27][CH:28]=1)([O-:34])=[O:33], predict the reactants needed to synthesize it. The reactants are: Cl.Cl.[NH:3]1[C:8]2([CH2:13][CH2:12][NH:11][CH2:10][CH2:9]2)[CH2:7][CH2:6][CH2:5][CH2:4]1.C(=O)([O-])[O-].[K+].[K+].CN(C)C=O.F[C:26]1[CH:31]=[CH:30][C:29]([N+:32]([O-:34])=[O:33])=[CH:28][CH:27]=1. (7) Given the product [NH2:11][C:5]1[C:4]2[C:8](=[CH:9][CH:10]=[C:2]([C:32]3[CH:33]=[CH:34][C:29]([S:26]([N:23]4[CH2:24][CH2:25][C:19]5([O:18][CH2:17][C:16](=[O:44])[N:15]([CH:12]6[CH2:13][CH2:14]6)[CH2:20]5)[CH2:21][CH2:22]4)(=[O:28])=[O:27])=[CH:30][CH:31]=3)[CH:3]=2)[NH:7][N:6]=1, predict the reactants needed to synthesize it. The reactants are: Br[C:2]1[CH:3]=[C:4]2[C:8](=[CH:9][CH:10]=1)[NH:7][N:6]=[C:5]2[NH2:11].[CH:12]1([N:15]2[CH2:20][C:19]3([CH2:25][CH2:24][N:23]([S:26]([C:29]4[CH:34]=[CH:33][C:32](B5OC(C)(C)C(C)(C)O5)=[CH:31][CH:30]=4)(=[O:28])=[O:27])[CH2:22][CH2:21]3)[O:18][CH2:17][C:16]2=[O:44])[CH2:14][CH2:13]1.